From a dataset of Reaction yield outcomes from USPTO patents with 853,638 reactions. Predict the reaction yield, written as a fraction of the theoretical maximum amount of product (1.0 means a 100% yield; for example, 0.34 means a 34% yield). (1) The reactants are [F:1][CH:2]([F:22])[C:3]1[NH:7][C:6]2[C:8]([C:18]([O:20][CH3:21])=[O:19])=[CH:9][C:10]([N:12]3[CH2:17][CH2:16][O:15][CH2:14][CH2:13]3)=[CH:11][C:5]=2[N:4]=1.C([O-])([O-])=O.[K+].[K+].Br[CH2:30][C:31]1[CH:36]=[CH:35][CH:34]=[C:33]([C:37]([F:40])([F:39])[F:38])[C:32]=1[CH3:41]. The catalyst is CN(C=O)C. The product is [F:22][CH:2]([F:1])[C:3]1[N:4]([CH2:30][C:31]2[CH:36]=[CH:35][CH:34]=[C:33]([C:37]([F:38])([F:39])[F:40])[C:32]=2[CH3:41])[C:5]2[CH:11]=[C:10]([N:12]3[CH2:17][CH2:16][O:15][CH2:14][CH2:13]3)[CH:9]=[C:8]([C:18]([O:20][CH3:21])=[O:19])[C:6]=2[N:7]=1. The yield is 0.980. (2) The reactants are [Cl:1][C:2]1[CH:7]=[C:6]([O:8][CH3:9])[CH:5]=[CH:4][C:3]=1[OH:10].[C:11]([O:15][C:16]([N:18]1[CH2:23][CH2:22][CH:21]([N:24]2[C:28]3=[N:29][CH:30]=[N:31][C:32](Cl)=[C:27]3[CH:26]=[N:25]2)[CH2:20][CH2:19]1)=[O:17])([CH3:14])([CH3:13])[CH3:12].C(=O)([O-])[O-].[K+].[K+].C(=O)([O-])[O-].[Na+].[Na+]. The catalyst is CN(C)C=O. The product is [C:11]([O:15][C:16]([N:18]1[CH2:19][CH2:20][CH:21]([N:24]2[C:28]3=[N:29][CH:30]=[N:31][C:32]([O:10][C:3]4[CH:4]=[CH:5][C:6]([O:8][CH3:9])=[CH:7][C:2]=4[Cl:1])=[C:27]3[CH:26]=[N:25]2)[CH2:22][CH2:23]1)=[O:17])([CH3:14])([CH3:12])[CH3:13]. The yield is 0.340.